This data is from Catalyst prediction with 721,799 reactions and 888 catalyst types from USPTO. The task is: Predict which catalyst facilitates the given reaction. (1) Reactant: [O:1]=[C:2]1[CH2:25][CH2:24][C@@:23]2([CH3:26])[C@H:4]([CH2:5][CH2:6][C@@H:7]3[C@@H:22]2[CH2:21][CH2:20][C@@:19]2([CH3:27])[C@H:8]3[CH2:9][CH2:10][C@@H:11]2[C@H:12]([CH3:18])[CH2:13][CH2:14][C:15]([OH:17])=[O:16])[CH2:3]1.C(O[AlH-](OC(C)(C)C)OC(C)(C)C)(C)(C)C.[Li+]. Product: [CH3:18][C@@H:12]([C@@H:11]1[C@@:19]2([CH3:27])[CH2:20][CH2:21][C@@H:22]3[C@@:23]4([CH3:26])[CH2:24][CH2:25][C@@H:2]([OH:1])[CH2:3][C@H:4]4[CH2:5][CH2:6][C@H:7]3[C@@H:8]2[CH2:9][CH2:10]1)[CH2:13][CH2:14][C:15]([OH:17])=[O:16]. The catalyst class is: 7. (2) Reactant: [Cl:1][CH:2]([CH2:6][C:7]1[CH:12]=[CH:11][CH:10]=[CH:9][C:8]=1[O:13][CH3:14])[C:3]([OH:5])=[O:4].CCOC(C)=O.CO.[Na+].[Cl-]. Product: [Cl:1][C@H:2]([CH2:6][C:7]1[CH:12]=[CH:11][CH:10]=[CH:9][C:8]=1[O:13][CH3:14])[C:3]([OH:5])=[O:4]. The catalyst class is: 32. (3) Reactant: [NH2:1][C:2]1[CH:3]=[CH:4][CH:5]=[C:6]2[C:11]=1[CH2:10][C@H:9]([OH:12])[CH2:8][CH2:7]2.N1C=CC=CC=1.Cl[C:20]([O:22][C:23]1[CH:28]=[CH:27][CH:26]=[CH:25][CH:24]=1)=[O:21].C(OC(=O)C)C. Product: [OH:12][C@H:9]1[CH2:10][C:11]2[C:2]([NH:1][C:20](=[O:21])[O:22][C:23]3[CH:28]=[CH:27][CH:26]=[CH:25][CH:24]=3)=[CH:3][CH:4]=[CH:5][C:6]=2[CH2:7][CH2:8]1. The catalyst class is: 1. (4) Reactant: Cl.[Sn](Cl)Cl.[N+:5]([C:8]1[CH:13]=[C:12]([C:14]([F:17])([F:16])[F:15])[CH:11]=[CH:10][C:9]=1[N:18]1[CH2:22][CH2:21][CH2:20][CH2:19]1)([O-])=O.C(=O)([O-])O.[Na+]. Product: [NH2:5][C:8]1[CH:13]=[C:12]([C:14]([F:15])([F:16])[F:17])[CH:11]=[CH:10][C:9]=1[N:18]1[CH2:22][CH2:21][CH2:20][CH2:19]1. The catalyst class is: 5. (5) Reactant: [ClH:1].O1CCOCC1.OC(C(F)(F)F)=O.[CH3:15][O:16][C:17]1[CH:22]=[CH:21][C:20]([NH:23][C:24]2[O:25][CH:26]=[C:27]([C:29]([N:31]3[CH2:36][CH2:35][N:34](C(OC(C)(C)C)=O)[CH2:33][CH:32]3[CH2:44][O:45][C:46]3[CH:47]=[N:48][CH:49]=[CH:50][CH:51]=3)=[O:30])[N:28]=2)=[CH:19][CH:18]=1. Product: [ClH:1].[ClH:1].[CH3:15][O:16][C:17]1[CH:18]=[CH:19][C:20]([NH:23][C:24]2[O:25][CH:26]=[C:27]([C:29]([N:31]3[CH2:36][CH2:35][NH:34][CH2:33][CH:32]3[CH2:44][O:45][C:46]3[CH:47]=[N:48][CH:49]=[CH:50][CH:51]=3)=[O:30])[N:28]=2)=[CH:21][CH:22]=1. The catalyst class is: 5. (6) Reactant: C1(P(C2C=CC=CC=2)C2C=CC=CC=2)C=CC=CC=1.[C:20]([Br:24])(Br)(Br)Br.[CH3:25][O:26][C:27]([C:29]1[N:30]=[N:31][N:32]([C:42]2[CH:47]=[C:46]([CH:48]([CH3:50])[CH3:49])[C:45]([O:51][CH2:52][C:53]3[CH:58]=[CH:57][CH:56]=[CH:55][CH:54]=3)=[CH:44][C:43]=2[O:59][CH2:60][C:61]2[CH:66]=[CH:65][CH:64]=[CH:63][CH:62]=2)[C:33]=1[C:34]1[CH:39]=[CH:38][C:37](CO)=[CH:36][CH:35]=1)=[O:28]. Product: [CH3:25][O:26][C:27]([C:29]1[N:30]=[N:31][N:32]([C:42]2[CH:47]=[C:46]([CH:48]([CH3:50])[CH3:49])[C:45]([O:51][CH2:52][C:53]3[CH:54]=[CH:55][CH:56]=[CH:57][CH:58]=3)=[CH:44][C:43]=2[O:59][CH2:60][C:61]2[CH:66]=[CH:65][CH:64]=[CH:63][CH:62]=2)[C:33]=1[C:34]1[CH:35]=[CH:36][C:37]([CH2:20][Br:24])=[CH:38][CH:39]=1)=[O:28]. The catalyst class is: 2. (7) Reactant: [NH:1]1[C:9]2[C:4](=[CH:5][CH:6]=[CH:7][CH:8]=2)[C:3]([CH:10]2[CH2:15][CH2:14][N:13]([C:16](=[O:18])[CH3:17])[CH2:12][CH2:11]2)=[CH:2]1.[H-].[Na+].[CH3:21]I. Product: [CH3:21][N:1]1[C:9]2[C:4](=[CH:5][CH:6]=[CH:7][CH:8]=2)[C:3]([CH:10]2[CH2:11][CH2:12][N:13]([C:16](=[O:18])[CH3:17])[CH2:14][CH2:15]2)=[CH:2]1. The catalyst class is: 1. (8) Reactant: Cl[C:2]1[CH:7]=[C:6]([C:8]([F:11])([F:10])[F:9])[N:5]=[C:4]([C:12]2[CH:13]=[N:14][C:15]([C:18]([F:21])([F:20])[F:19])=[CH:16][CH:17]=2)[N:3]=1.[Cl:22][C:23]1[CH:29]=[CH:28][C:27]([O:30][CH3:31])=[CH:26][C:24]=1[NH2:25].Cl.[OH-].[Na+]. Product: [Cl:22][C:23]1[CH:29]=[CH:28][C:27]([O:30][CH3:31])=[CH:26][C:24]=1[NH:25][C:2]1[CH:7]=[C:6]([C:8]([F:11])([F:10])[F:9])[N:5]=[C:4]([C:12]2[CH:13]=[N:14][C:15]([C:18]([F:21])([F:20])[F:19])=[CH:16][CH:17]=2)[N:3]=1. The catalyst class is: 97.